This data is from Serine/threonine kinase 33 screen with 319,792 compounds. The task is: Binary Classification. Given a drug SMILES string, predict its activity (active/inactive) in a high-throughput screening assay against a specified biological target. (1) The compound is s1c(c(n2cccc2)cc1)C(=O)NNC(=O)Nc1cc(ccc1)C. The result is 0 (inactive). (2) The molecule is S(C(C(=O)C)C(=O)C)c1nn2c(nnc2cc1)c1ccc(cc1)C. The result is 0 (inactive).